Dataset: Catalyst prediction with 721,799 reactions and 888 catalyst types from USPTO. Task: Predict which catalyst facilitates the given reaction. (1) Reactant: [CH3:1][C:2]1[CH:6]=[C:5]([O:7][CH2:8][C:9]2[N:13]([C:14]3[CH:19]=[CH:18][CH:17]=[CH:16][CH:15]=3)[N:12]=[C:11]([CH3:20])[CH:10]=2)[N:4]([CH2:21][CH2:22][N:23]2C(=O)C3C(=CC=CC=3)C2=O)[N:3]=1. Product: [CH3:1][C:2]1[CH:6]=[C:5]([O:7][CH2:8][C:9]2[N:13]([C:14]3[CH:15]=[CH:16][CH:17]=[CH:18][CH:19]=3)[N:12]=[C:11]([CH3:20])[CH:10]=2)[N:4]([CH2:21][CH2:22][NH2:23])[N:3]=1. The catalyst class is: 5. (2) Reactant: FC(F)(F)C(O)=O.[CH3:8][O:9][C:10](=[O:30])[CH2:11][C:12]1[C:21]([CH3:22])=[C:20]([CH:23]2[CH2:28][CH2:27][NH:26][CH2:25][CH2:24]2)[C:19]2[C:14](=[CH:15][CH:16]=[C:17]([F:29])[CH:18]=2)[CH:13]=1. Product: [CH3:8][O:9][C:10](=[O:30])[CH2:11][C:12]1[C:21]([CH3:22])=[C:20]([CH:23]2[CH2:24][CH2:25][NH:26][CH2:27][CH2:28]2)[C:19]2[C:14](=[CH:15][CH:16]=[C:17]([F:29])[CH:18]=2)[CH:13]=1. The catalyst class is: 389. (3) Product: [CH2:1]([O:8][CH2:9][CH2:10][NH:11][C:12]1[CH:17]=[C:16]([CH3:18])[N:15]=[C:14]([O:19][C:20]2[CH:21]=[CH:22][CH:23]=[CH:24][CH:25]=2)[C:13]=1[NH2:26])[C:2]1[CH:7]=[CH:6][CH:5]=[CH:4][CH:3]=1. Reactant: [CH2:1]([O:8][CH2:9][CH2:10][NH:11][C:12]1[CH:17]=[C:16]([CH3:18])[N:15]=[C:14]([O:19][C:20]2[CH:25]=[CH:24][CH:23]=[CH:22][CH:21]=2)[C:13]=1[N+:26]([O-])=O)[C:2]1[CH:7]=[CH:6][CH:5]=[CH:4][CH:3]=1. The catalyst class is: 11.